This data is from Catalyst prediction with 721,799 reactions and 888 catalyst types from USPTO. The task is: Predict which catalyst facilitates the given reaction. Reactant: [CH2:1]([C@@:4]1([CH3:31])[CH2:9][C@H:8]([C:10]2[CH:15]=[CH:14][CH:13]=[C:12]([Cl:16])[CH:11]=2)[C@@H:7]([C:17]2[CH:22]=[CH:21][C:20]([Cl:23])=[CH:19][CH:18]=2)[N:6]([C@@H:24]([CH2:28][CH3:29])[CH2:25][CH:26]=[O:27])[C:5]1=[O:30])[CH:2]=[CH2:3].C[Si](C)(C)[C:34]([F:37])([F:36])[F:35].CCCC[N+](CCCC)(CCCC)CCCC.[F-]. Product: [CH2:1]([C@@:4]1([CH3:31])[CH2:9][C@H:8]([C:10]2[CH:15]=[CH:14][CH:13]=[C:12]([Cl:16])[CH:11]=2)[C@@H:7]([C:17]2[CH:18]=[CH:19][C:20]([Cl:23])=[CH:21][CH:22]=2)[N:6]([C@H:24]([CH2:25][CH:26]([OH:27])[C:34]([F:37])([F:36])[F:35])[CH2:28][CH3:29])[C:5]1=[O:30])[CH:2]=[CH2:3]. The catalyst class is: 1.